The task is: Predict which catalyst facilitates the given reaction.. This data is from Catalyst prediction with 721,799 reactions and 888 catalyst types from USPTO. Reactant: [OH:1][CH2:2][CH:3]([CH2:6][CH2:7][OH:8])[CH2:4][OH:5].[CH3:9][C:10]1C=CC(S(O)(=O)=O)=C[CH:15]=1.C(N(CC)CC)C. Product: [CH3:9][C:10]1([CH3:15])[O:5][CH2:4][CH:3]([CH2:6][CH2:7][OH:8])[CH2:2][O:1]1. The catalyst class is: 21.